This data is from NCI-60 drug combinations with 297,098 pairs across 59 cell lines. The task is: Regression. Given two drug SMILES strings and cell line genomic features, predict the synergy score measuring deviation from expected non-interaction effect. (1) Drug 1: C1CCC(C(C1)N)N.C(=O)(C(=O)[O-])[O-].[Pt+4]. Drug 2: CC12CCC3C(C1CCC2OP(=O)(O)O)CCC4=C3C=CC(=C4)OC(=O)N(CCCl)CCCl.[Na+]. Cell line: CAKI-1. Synergy scores: CSS=26.8, Synergy_ZIP=-11.0, Synergy_Bliss=-1.92, Synergy_Loewe=-15.5, Synergy_HSA=-1.68. (2) Drug 1: COC1=CC(=CC(=C1O)OC)C2C3C(COC3=O)C(C4=CC5=C(C=C24)OCO5)OC6C(C(C7C(O6)COC(O7)C8=CC=CS8)O)O. Drug 2: CC1C(C(CC(O1)OC2CC(CC3=C2C(=C4C(=C3O)C(=O)C5=C(C4=O)C(=CC=C5)OC)O)(C(=O)CO)O)N)O.Cl. Cell line: DU-145. Synergy scores: CSS=43.0, Synergy_ZIP=-6.28, Synergy_Bliss=-8.01, Synergy_Loewe=-4.68, Synergy_HSA=-3.24. (3) Drug 1: CCCCCOC(=O)NC1=NC(=O)N(C=C1F)C2C(C(C(O2)C)O)O. Drug 2: CC1=C2C(C(=O)C3(C(CC4C(C3C(C(C2(C)C)(CC1OC(=O)C(C(C5=CC=CC=C5)NC(=O)C6=CC=CC=C6)O)O)OC(=O)C7=CC=CC=C7)(CO4)OC(=O)C)O)C)OC(=O)C. Cell line: MCF7. Synergy scores: CSS=11.4, Synergy_ZIP=-3.53, Synergy_Bliss=-4.80, Synergy_Loewe=-70.1, Synergy_HSA=-6.64. (4) Drug 1: COC1=CC(=CC(=C1O)OC)C2C3C(COC3=O)C(C4=CC5=C(C=C24)OCO5)OC6C(C(C7C(O6)COC(O7)C8=CC=CS8)O)O. Drug 2: CNC(=O)C1=NC=CC(=C1)OC2=CC=C(C=C2)NC(=O)NC3=CC(=C(C=C3)Cl)C(F)(F)F. Cell line: HT29. Synergy scores: CSS=65.0, Synergy_ZIP=2.71, Synergy_Bliss=4.38, Synergy_Loewe=1.28, Synergy_HSA=5.88. (5) Drug 1: COC1=C(C=C2C(=C1)N=CN=C2NC3=CC(=C(C=C3)F)Cl)OCCCN4CCOCC4. Drug 2: C1=NC2=C(N=C(N=C2N1C3C(C(C(O3)CO)O)O)F)N. Cell line: MOLT-4. Synergy scores: CSS=29.0, Synergy_ZIP=-5.63, Synergy_Bliss=-5.62, Synergy_Loewe=-14.1, Synergy_HSA=-4.23. (6) Drug 1: CN(C)C1=NC(=NC(=N1)N(C)C)N(C)C. Drug 2: CCCCCOC(=O)NC1=NC(=O)N(C=C1F)C2C(C(C(O2)C)O)O. Cell line: U251. Synergy scores: CSS=-3.84, Synergy_ZIP=0.135, Synergy_Bliss=-4.57, Synergy_Loewe=-6.45, Synergy_HSA=-7.04.